From a dataset of Reaction yield outcomes from USPTO patents with 853,638 reactions. Predict the reaction yield, written as a fraction of the theoretical maximum amount of product (1.0 means a 100% yield; for example, 0.34 means a 34% yield). (1) The reactants are [NH2:1][CH:2]([C:5]1[CH:10]=[CH:9][C:8]([NH:11][C:12]([NH:14][C:15]2[CH:20]=[CH:19][C:18]([Cl:21])=[CH:17][CH:16]=2)=[O:13])=[CH:7][CH:6]=1)[CH2:3][OH:4].C([O-])(=O)C.[Na+].[N:27]#[C:28]Br.N. The catalyst is CO. The yield is 0.530. The product is [NH2:27][C:28]1[O:4][CH2:3][CH:2]([C:5]2[CH:6]=[CH:7][C:8]([NH:11][C:12]([NH:14][C:15]3[CH:16]=[CH:17][C:18]([Cl:21])=[CH:19][CH:20]=3)=[O:13])=[CH:9][CH:10]=2)[N:1]=1. (2) The yield is 0.980. The product is [CH3:1][O:2][C:3](=[O:35])[CH:4]([N:16]1[CH2:38][CH2:37][N:21]([S:22]([C:25]2[CH:30]=[CH:29][CH:28]=[CH:27][C:26]=2[N+:31]([O-:33])=[O:32])(=[O:24])=[O:23])[CH:18]([CH2:19][CH3:20])[C:17]1=[O:34])[CH2:5][C:6]1[CH:15]=[CH:14][C:13]2[C:8](=[CH:9][CH:10]=[CH:11][CH:12]=2)[CH:7]=1. The catalyst is CN(C=O)C. The reactants are [CH3:1][O:2][C:3](=[O:35])[CH:4]([NH:16][C:17](=[O:34])[CH:18]([NH:21][S:22]([C:25]1[CH:30]=[CH:29][CH:28]=[CH:27][C:26]=1[N+:31]([O-:33])=[O:32])(=[O:24])=[O:23])[CH2:19][CH3:20])[CH2:5][C:6]1[CH:15]=[CH:14][C:13]2[C:8](=[CH:9][CH:10]=[CH:11][CH:12]=2)[CH:7]=1.Br[CH2:37][CH2:38]Br.C(=O)([O-])[O-].[K+].[K+].OS([O-])(=O)=O.[K+]. (3) The reactants are Cl[CH2:2][C:3]1[N:4]=[C:5]([C:8]2[CH:13]=[CH:12][C:11]([CH3:14])=[CH:10][CH:9]=2)[O:6][CH:7]=1.[F:15][C:16]1[C:24]([OH:25])=[CH:23][CH:22]=[C:21]([F:26])[C:17]=1[C:18]([NH2:20])=[O:19].C(=O)([O-])[O-].[K+].[K+]. The catalyst is CN(C=O)C. The product is [F:15][C:16]1[C:24]([O:25][CH2:2][C:3]2[N:4]=[C:5]([C:8]3[CH:13]=[CH:12][C:11]([CH3:14])=[CH:10][CH:9]=3)[O:6][CH:7]=2)=[CH:23][CH:22]=[C:21]([F:26])[C:17]=1[C:18]([NH2:20])=[O:19]. The yield is 0.180. (4) The reactants are [CH3:1][C:2]([N:5]([CH2:9][C:10]1[CH:15]=[C:14]([C:16]#[N:17])[CH:13]=[C:12](Br)[CH:11]=1)[C:6](=[O:8])[O-:7])(C)C.C1C=CC(P([C:32]2[CH:37]=[CH:36]C=CC=2)C2C=CC=CC=2)=CC=1.[C:38]([O-])([O-])=O.[K+].[K+].C[C:45]([Si:48]([CH3:61])([CH3:60])[O:49][CH2:50][C:51]1[CH:52]=[C:53](B(O)O)[CH:54]=[CH:55][CH:56]=1)([CH3:47])[CH3:46]. The catalyst is O1CCOCC1.CC([O-])=O.CC([O-])=O.[Pd+2]. The product is [C:16]([C:14]1[CH:15]=[C:10]([CH2:9][NH:5][C:6](=[O:8])[O:7][C:37]([CH3:36])([CH3:32])[CH3:38])[CH:11]=[C:12]([C:53]2[CH:54]=[CH:55][CH:56]=[C:51]([CH2:50][O:49][Si:48]([CH3:60])([CH3:61])[CH:45]([CH3:46])[CH3:47])[CH:52]=2)[CH:13]=1)#[N:17].[CH3:1][CH3:2]. The yield is 0.720.